From a dataset of Retrosynthesis with 50K atom-mapped reactions and 10 reaction types from USPTO. Predict the reactants needed to synthesize the given product. (1) Given the product COc1cncc(C(=O)Nc2cnc(OCC(F)(F)F)c(C3CCCC3)c2)c1, predict the reactants needed to synthesize it. The reactants are: COc1cncc(C(=O)O)c1.Nc1cnc(OCC(F)(F)F)c(C2CCCC2)c1. (2) Given the product O=C(O)c1ccc(CN2CCCN(c3ccc(NC(=O)c4nc(-c5ccccc5)oc4C(F)(F)F)cc3)CC2)cc1, predict the reactants needed to synthesize it. The reactants are: O=C(Nc1ccc(N2CCCNCC2)cc1)c1nc(-c2ccccc2)oc1C(F)(F)F.O=C(O)c1ccc(CBr)cc1.